The task is: Predict the reactants needed to synthesize the given product.. This data is from Full USPTO retrosynthesis dataset with 1.9M reactions from patents (1976-2016). (1) Given the product [CH2:17]([CH:5]1[CH2:4][CH2:3][CH2:2][N:8]([NH:9][C:10](=[O:11])[O:12][C:13]([CH3:16])([CH3:15])[CH3:14])[C:6]1=[O:7])[C:18]1[CH:23]=[CH:22][CH:21]=[CH:20][CH:19]=1, predict the reactants needed to synthesize it. The reactants are: Cl[CH2:2][CH2:3][CH2:4][C:5](=[CH:17][C:18]1[CH:23]=[CH:22][CH:21]=[CH:20][CH:19]=1)[C:6]([NH:8][NH:9][C:10]([O:12][C:13]([CH3:16])([CH3:15])[CH3:14])=[O:11])=[O:7].[H][H]. (2) Given the product [CH3:38][C:29]1[CH:28]=[C:27]([O:26][C:25]2[CH:39]=[CH:40][CH:41]=[C:23]([CH:21]([NH:20][C:4](=[O:6])[C:3]3[CH:7]=[CH:8][C:9]([C:11]([F:14])([F:13])[F:12])=[CH:10][C:2]=3[CH3:1])[CH3:22])[CH:24]=2)[CH:32]=[CH:31][C:30]=1[CH2:33][CH2:34][C:35]([OH:37])=[O:36], predict the reactants needed to synthesize it. The reactants are: [CH3:1][C:2]1[CH:10]=[C:9]([C:11]([F:14])([F:13])[F:12])[CH:8]=[CH:7][C:3]=1[C:4]([OH:6])=O.FC1C=C(C(F)(F)F)C=CC=1C([NH:20][CH:21]([C:23]1[CH:24]=[C:25]([CH:39]=[CH:40][CH:41]=1)[O:26][C:27]1[CH:32]=[CH:31][C:30]([CH2:33][CH2:34][C:35]([OH:37])=[O:36])=[C:29]([CH3:38])[CH:28]=1)[CH3:22])=O. (3) The reactants are: [C:1]1([CH2:7][C:8]([O:10][CH2:11][CH3:12])=[O:9])[CH:6]=[CH:5][CH:4]=[CH:3][CH:2]=1.[Cl:13][C:14]1[C:18]([C:19](Cl)=[O:20])=[C:17]([Cl:22])[N:16]([CH3:23])[N:15]=1.CC(C)([O-])C.[K+].O. Given the product [C:1]1([C:7](=[C:19]([C:18]2[C:14]([Cl:13])=[N:15][N:16]([CH3:23])[C:17]=2[Cl:22])[OH:20])[C:8]([O:10][CH2:11][CH3:12])=[O:9])[CH:6]=[CH:5][CH:4]=[CH:3][CH:2]=1, predict the reactants needed to synthesize it. (4) The reactants are: [CH3:1][C:2]1[CH:3]=[C:4]([C:9]2[C:10]3[CH:29]=[N:28][N:27]([CH2:30][C:31]4[CH:36]=[CH:35][C:34]([O:37][CH3:38])=[CH:33][CH:32]=4)[C:11]=3[C:12](=[O:26])[N:13]([CH3:25])[C:14]=2[CH:15]([O:18]C2CCCCO2)[C:16]#N)[CH:5]=[CH:6][C:7]=1[CH3:8].[OH-:39].[Na+].[OH2:41].Cl.[Si](C=[N+]=[N-])(C)(C)[CH3:44]. Given the product [CH3:1][C:2]1[CH:3]=[C:4]([C:9]2[C:10]3[CH:29]=[N:28][N:27]([CH2:30][C:31]4[CH:32]=[CH:33][C:34]([O:37][CH3:38])=[CH:35][CH:36]=4)[C:11]=3[C:12](=[O:26])[N:13]([CH3:25])[C:14]=2[CH:15]([OH:18])[C:16]([O:41][CH3:44])=[O:39])[CH:5]=[CH:6][C:7]=1[CH3:8], predict the reactants needed to synthesize it.